This data is from Reaction yield outcomes from USPTO patents with 853,638 reactions. The task is: Predict the reaction yield, written as a fraction of the theoretical maximum amount of product (1.0 means a 100% yield; for example, 0.34 means a 34% yield). (1) The reactants are [Cl:1][C:2]1[CH:10]=[C:9]([C:11]([NH:13][C@H:14]([C:16]2[NH:20][C:19]3[CH:21]=[CH:22][C:23]([Cl:25])=[CH:24][C:18]=3[N:17]=2)[CH3:15])=[O:12])[CH:8]=[CH:7][C:3]=1[C:4]([OH:6])=O.CN(C(ON1N=NC2C=CC=CC1=2)=[N+](C)C)C.[B-](F)(F)(F)F.C(N(C(C)C)CC)(C)C.[NH:57]1[CH2:61][CH2:60][CH2:59][C@@H:58]1[CH2:62][N:63]1[CH:67]=[CH:66][N:65]=[CH:64]1.ClCl. The catalyst is O1CCCC1.ClCCl.CO. The product is [Cl:1][C:2]1[CH:10]=[C:9]([CH:8]=[CH:7][C:3]=1[C:4]([N:57]1[CH2:61][CH2:60][CH2:59][C@@H:58]1[CH2:62][N:63]1[CH:67]=[CH:66][N:65]=[CH:64]1)=[O:6])[C:11]([NH:13][C@H:14]([C:16]1[NH:20][C:19]2[CH:21]=[CH:22][C:23]([Cl:25])=[CH:24][C:18]=2[N:17]=1)[CH3:15])=[O:12]. The yield is 0.500. (2) The product is [CH2:8]([O:7][C:5]([CH:4]1[CH2:3][CH2:2][N:1]([C:17]([O:16][C:12]([CH3:15])([CH3:14])[CH3:13])=[O:18])[CH2:11][CH2:10]1)=[O:6])[CH3:9]. The yield is 1.00. The catalyst is ClCCl.C(N(CC)CC)C. The reactants are [NH:1]1[CH2:11][CH2:10][CH:4]([C:5]([O:7][CH2:8][CH3:9])=[O:6])[CH2:3][CH2:2]1.[C:12]([O:16][C:17](O[C:17]([O:16][C:12]([CH3:15])([CH3:14])[CH3:13])=[O:18])=[O:18])([CH3:15])([CH3:14])[CH3:13]. (3) The reactants are [CH3:1][C:2]1[C:6]2[C:7](=[O:18])[N:8]([CH2:11][CH2:12][N:13]3[CH2:17][CH2:16][CH2:15][CH2:14]3)[CH2:9][CH2:10][C:5]=2[NH:4][C:3]=1[CH:19]=O.[F:21][C:22]1[CH:23]=[C:24]2[C:28](=[CH:29][C:30]=1[NH:31][C:32](=[O:37])[C:33]([OH:36])([CH3:35])[CH3:34])[NH:27][C:26](=[O:38])[CH2:25]2. No catalyst specified. The product is [F:21][C:22]1[CH:23]=[C:24]2[C:28](=[CH:29][C:30]=1[NH:31][C:32](=[O:37])[C:33]([OH:36])([CH3:35])[CH3:34])[NH:27][C:26](=[O:38])[C:25]2=[CH:19][C:3]1[NH:4][C:5]2[CH2:10][CH2:9][N:8]([CH2:11][CH2:12][N:13]3[CH2:14][CH2:15][CH2:16][CH2:17]3)[C:7](=[O:18])[C:6]=2[C:2]=1[CH3:1]. The yield is 0.430. (4) The reactants are [CH2:1]([C:3]1[C:4]([OH:25])=[C:5]([C:21]([O:23]C)=[O:22])[C:6](=[O:20])[NH:7][C:8]=1[C:9]1[CH:10]=[C:11]2[C:16](=[CH:17][CH:18]=1)[N:15]([CH3:19])[CH2:14][CH2:13][CH2:12]2)[CH3:2].[I-].[Li+]. The catalyst is CCOC(C)=O. The product is [CH2:1]([C:3]1[C:4]([OH:25])=[C:5]([C:21]([OH:23])=[O:22])[C:6](=[O:20])[NH:7][C:8]=1[C:9]1[CH:10]=[C:11]2[C:16](=[CH:17][CH:18]=1)[N:15]([CH3:19])[CH2:14][CH2:13][CH2:12]2)[CH3:2]. The yield is 0.610. (5) The reactants are [CH3:1][CH:2]1[CH2:7][CH2:6][C:5](=O)[CH:4]([CH2:9][C:10]([C:12]2[N:16]([CH3:17])[C:15]3[CH:18]=[CH:19][CH:20]=[CH:21][C:14]=3[N:13]=2)=O)[CH2:3]1.[NH2:22][C:23]1[CH:31]=[CH:30][C:26]([C:27]([OH:29])=[O:28])=[CH:25][CH:24]=1. No catalyst specified. The product is [CH3:1][CH:2]1[CH2:7][CH2:6][C:5]2[N:22]([C:23]3[CH:31]=[CH:30][C:26]([C:27]([OH:29])=[O:28])=[CH:25][CH:24]=3)[C:10]([C:12]3[N:16]([CH3:17])[C:15]4[CH:18]=[CH:19][CH:20]=[CH:21][C:14]=4[N:13]=3)=[CH:9][C:4]=2[CH2:3]1. The yield is 0.600.